From a dataset of Full USPTO retrosynthesis dataset with 1.9M reactions from patents (1976-2016). Predict the reactants needed to synthesize the given product. (1) The reactants are: [C:1]([O:4][CH2:5][C@H:6]([NH:21][C:22]([O:24][CH2:25][C:26]1[CH:31]=[CH:30][CH:29]=[CH:28][CH:27]=1)=[O:23])[C:7]([N:9]1[CH2:13][CH2:12][CH2:11][C@H:10]1[C:14]([O:16]C(C)(C)C)=[O:15])=[O:8])(=[O:3])[CH3:2].C(O)(C(F)(F)F)=O.C(Cl)Cl. Given the product [C:1]([O:4][CH2:5][C@H:6]([NH:21][C:22]([O:24][CH2:25][C:26]1[CH:27]=[CH:28][CH:29]=[CH:30][CH:31]=1)=[O:23])[C:7]([N:9]1[CH2:13][CH2:12][CH2:11][C@H:10]1[C:14]([OH:16])=[O:15])=[O:8])(=[O:3])[CH3:2], predict the reactants needed to synthesize it. (2) Given the product [OH:36][CH2:35][C:21]1[N:22]=[C:23]2[C:28]([N:29]3[CH2:30][CH2:31][O:32][CH2:33][CH2:34]3)=[CH:27][CH:26]=[N:25][N:24]2[C:20]=1[C:17]1[CH:16]=[CH:15][C:14]([N:11]2[CH2:12][CH2:13][N:8]([C:6]([O:5][C:1]([CH3:4])([CH3:3])[CH3:2])=[O:7])[CH2:9][CH2:10]2)=[N:19][CH:18]=1, predict the reactants needed to synthesize it. The reactants are: [C:1]([O:5][C:6]([N:8]1[CH2:13][CH2:12][N:11]([C:14]2[N:19]=[CH:18][C:17]([C:20]3[N:24]4[N:25]=[CH:26][CH:27]=[C:28]([N:29]5[CH2:34][CH2:33][O:32][CH2:31][CH2:30]5)[C:23]4=[N:22][C:21]=3[C:35](OCC)=[O:36])=[CH:16][CH:15]=2)[CH2:10][CH2:9]1)=[O:7])([CH3:4])([CH3:3])[CH3:2].[H-].[H-].[H-].[H-].[Li+].[Al+3].C1COCC1.